This data is from Reaction yield outcomes from USPTO patents with 853,638 reactions. The task is: Predict the reaction yield, written as a fraction of the theoretical maximum amount of product (1.0 means a 100% yield; for example, 0.34 means a 34% yield). (1) The reactants are Cl[C:2]1[N:7]2[N:8]=[C:9](C)[CH:10]=[C:6]2[N:5]=[C:4]([NH:12][C:13](=[O:24])[C:14]2[CH:19]=[CH:18][C:17]([C:20]([OH:23])([CH3:22])[CH3:21])=[CH:16][CH:15]=2)[CH:3]=1.[O:25]1[C:29]2[CH:30]=[CH:31][C:32](B(O)O)=[CH:33][C:28]=2[O:27][CH2:26]1.O1CCOCC1. The catalyst is CO.C1C=CC(P(C2C=CC=CC=2)[C-]2C=CC=C2)=CC=1.C1C=CC(P(C2C=CC=CC=2)[C-]2C=CC=C2)=CC=1.Cl[Pd]Cl.[Fe+2]. The product is [O:25]1[C:29]2[CH:30]=[CH:31][C:32]([C:2]3[N:7]4[N:8]=[CH:9][CH:10]=[C:6]4[N:5]=[C:4]([NH:12][C:13](=[O:24])[C:14]4[CH:19]=[CH:18][C:17]([C:20]([OH:23])([CH3:22])[CH3:21])=[CH:16][CH:15]=4)[CH:3]=3)=[CH:33][C:28]=2[O:27][CH2:26]1. The yield is 0.470. (2) The reactants are [CH2:1]([O:8][C@:9]1([CH:37]=[CH2:38])[C@@H:13]([CH2:14][O:15][CH2:16][C:17]2[CH:22]=[CH:21][CH:20]=[CH:19][CH:18]=2)[O:12][C@@H:11]([N:23]2[CH:31]=[C:29]([CH3:30])[C:27](=[O:28])[NH:26][C:24]2=[O:25])[C@@H:10]1[O:32]S(C)(=O)=O)[C:2]1[CH:7]=[CH:6][CH:5]=[CH:4][CH:3]=1.O.[OH-].[Na+].Cl. The catalyst is C(O)C. The product is [CH2:1]([O:8][C@:9]1([CH:37]=[CH2:38])[C@@H:13]([CH2:14][O:15][CH2:16][C:17]2[CH:22]=[CH:21][CH:20]=[CH:19][CH:18]=2)[O:12][C@@H:11]([N:23]2[CH:31]=[C:29]([CH3:30])[C:27](=[O:28])[NH:26][C:24]2=[O:25])[C@H:10]1[OH:32])[C:2]1[CH:3]=[CH:4][CH:5]=[CH:6][CH:7]=1. The yield is 0.740.